Dataset: Ames mutagenicity test results for genotoxicity prediction. Task: Regression/Classification. Given a drug SMILES string, predict its toxicity properties. Task type varies by dataset: regression for continuous values (e.g., LD50, hERG inhibition percentage) or binary classification for toxic/non-toxic outcomes (e.g., AMES mutagenicity, cardiotoxicity, hepatotoxicity). Dataset: ames. (1) The molecule is c1ccc(N=Nc2ccccc2)cc1. The result is 1 (mutagenic). (2) The compound is Nc1cc([N+](=O)[O-])ccc1-c1ccc([N+](=O)[O-])cc1. The result is 1 (mutagenic). (3) The drug is COc1cc2c(c3oc(=O)c4c(c13)CC[C@@H]4O)[C@@H]1C=CO[C@@H]1O2. The result is 1 (mutagenic). (4) The compound is CCCCCOC(=O)/C=C/c1ccc([N+](=O)[O-])o1. The result is 1 (mutagenic). (5) The compound is Nc1ccc(/C=C/c2cccc(Cl)c2)cc1. The result is 1 (mutagenic). (6) The compound is c1ccc2c(c1)CCC1CCCC3OC213. The result is 0 (non-mutagenic). (7) The drug is Cc1cc(Cl)ccc1OCCCC(=O)O. The result is 0 (non-mutagenic). (8) The compound is N#Cc1ccccc1[N+](=O)[O-]. The result is 0 (non-mutagenic). (9) The compound is O=S(=O)(O)ONNCCc1ccccc1. The result is 1 (mutagenic). (10) The molecule is O=C(CCl)NCO. The result is 0 (non-mutagenic).